Dataset: Catalyst prediction with 721,799 reactions and 888 catalyst types from USPTO. Task: Predict which catalyst facilitates the given reaction. (1) Reactant: Cl[C:2]1[CH:7]=[CH:6][N:5]=[C:4]2[CH:8]=[C:9]([C:11]3[N:16]=[CH:15][C:14]([CH2:17][CH2:18][N:19]4[CH2:23][CH2:22][CH2:21][C:20]4=[O:24])=[CH:13][CH:12]=3)[S:10][C:3]=12.[F:25][C:26]1[CH:31]=[C:30]([N+:32]([O-:34])=[O:33])[CH:29]=[CH:28][C:27]=1[OH:35].C(=O)([O-])[O-].[K+].[K+]. The catalyst class is: 400. Product: [F:25][C:26]1[CH:31]=[C:30]([N+:32]([O-:34])=[O:33])[CH:29]=[CH:28][C:27]=1[O:35][C:2]1[CH:7]=[CH:6][N:5]=[C:4]2[CH:8]=[C:9]([C:11]3[N:16]=[CH:15][C:14]([CH2:17][CH2:18][N:19]4[CH2:23][CH2:22][CH2:21][C:20]4=[O:24])=[CH:13][CH:12]=3)[S:10][C:3]=12. (2) Reactant: F[P-](F)(F)(F)(F)F.N1(O[P+](N(C)C)(N(C)C)N(C)C)C2C=CC=CC=2N=N1.[NH2:28][CH2:29][CH2:30][N:31]1[CH2:35][CH2:34][CH2:33][CH2:32]1.[CH3:36][C:37]1([CH3:65])[CH2:63][C:41]2[C:42]([C:51]3[CH:52]=[C:53]([NH:57][C:58](=[O:62])[C:59](O)=[O:60])[CH:54]=[CH:55][CH:56]=3)=[C:43]([N:45]3[CH2:50][CH2:49][O:48][CH2:47][CH2:46]3)[S:44][C:40]=2[C:39](=[O:64])[CH2:38]1. Product: [CH3:36][C:37]1([CH3:65])[CH2:63][C:41]2[C:42]([C:51]3[CH:52]=[C:53]([NH:57][C:58](=[O:62])[C:59]([NH:28][CH2:29][CH2:30][N:31]4[CH2:35][CH2:34][CH2:33][CH2:32]4)=[O:60])[CH:54]=[CH:55][CH:56]=3)=[C:43]([N:45]3[CH2:50][CH2:49][O:48][CH2:47][CH2:46]3)[S:44][C:40]=2[C:39](=[O:64])[CH2:38]1. The catalyst class is: 2. (3) Reactant: C([O:3][C:4](=[O:23])[CH:5]([C:20](=O)[CH3:21])[CH2:6][C:7](=O)[CH2:8][C@@H:9]([O:11][CH2:12][C:13]1[CH:18]=[CH:17][CH:16]=[CH:15][CH:14]=1)[CH3:10])C.[Cl:24][C:25]1[CH:31]=[CH:30][C:28]([NH2:29])=[C:27]([CH3:32])[CH:26]=1.O. Product: [Cl:24][C:25]1[CH:31]=[CH:30][C:28]([N:29]2[C:7]([CH2:8][C@@H:9]([O:11][CH2:12][C:13]3[CH:14]=[CH:15][CH:16]=[CH:17][CH:18]=3)[CH3:10])=[CH:6][C:5]([C:4]([OH:3])=[O:23])=[C:20]2[CH3:21])=[C:27]([CH3:32])[CH:26]=1. The catalyst class is: 15. (4) Reactant: [NH2:1][C:2]1[C:3]([C:14]([O:16][CH3:17])=[O:15])=[N:4][C:5]([O:12][CH3:13])=[C:6]([C:8]([F:11])([F:10])[F:9])[CH:7]=1.CCN(C(C)C)C(C)C.[CH3:27][C:28]([O:31][C:32](O[C:32]([O:31][C:28]([CH3:30])([CH3:29])[CH3:27])=[O:33])=[O:33])([CH3:30])[CH3:29]. Product: [C:28]([O:31][C:32]([NH:1][C:2]1[C:3]([C:14]([O:16][CH3:17])=[O:15])=[N:4][C:5]([O:12][CH3:13])=[C:6]([C:8]([F:9])([F:10])[F:11])[CH:7]=1)=[O:33])([CH3:30])([CH3:29])[CH3:27]. The catalyst class is: 64. (5) Reactant: [Cl:1][C:2]1[C:7]([CH2:8][CH:9]=[O:10])=[C:6]([Cl:11])[N:5]=[CH:4][N:3]=1.[BH4-].[Na+]. Product: [Cl:11][C:6]1[C:7]([CH2:8][CH2:9][OH:10])=[C:2]([Cl:1])[N:3]=[CH:4][N:5]=1. The catalyst class is: 5. (6) Reactant: [NH2:1][CH2:2][C:3]([C:6]1[CH:11]=[CH:10][C:9]([NH:12][C:13](=[O:24])[C:14]2[CH:19]=[CH:18][C:17]([O:20][CH3:21])=[C:16]([O:22][CH3:23])[CH:15]=2)=[CH:8][C:7]=1[CH2:25][CH3:26])([CH3:5])[CH3:4].[N:27]1[C:35]2[C:30](=[N:31][CH:32]=[C:33]([C:36](O)=[O:37])[CH:34]=2)[NH:29][CH:28]=1.C1C=CC2N(O)N=NC=2C=1.C(Cl)CCl. Product: [CH3:23][O:22][C:16]1[CH:15]=[C:14]([CH:19]=[CH:18][C:17]=1[O:20][CH3:21])[C:13]([NH:12][C:9]1[CH:10]=[CH:11][C:6]([C:3]([CH3:5])([CH3:4])[CH2:2][NH:1][C:36]([C:33]2[CH:34]=[C:35]3[N:27]=[CH:28][NH:29][C:30]3=[N:31][CH:32]=2)=[O:37])=[C:7]([CH2:25][CH3:26])[CH:8]=1)=[O:24]. The catalyst class is: 2.